Dataset: NCI-60 drug combinations with 297,098 pairs across 59 cell lines. Task: Regression. Given two drug SMILES strings and cell line genomic features, predict the synergy score measuring deviation from expected non-interaction effect. Drug 1: C1CC(=O)NC(=O)C1N2CC3=C(C2=O)C=CC=C3N. Drug 2: C(CC(=O)O)C(=O)CN.Cl. Cell line: HL-60(TB). Synergy scores: CSS=-1.38, Synergy_ZIP=-3.94, Synergy_Bliss=-15.1, Synergy_Loewe=-14.8, Synergy_HSA=-14.1.